From a dataset of Forward reaction prediction with 1.9M reactions from USPTO patents (1976-2016). Predict the product of the given reaction. (1) Given the reactants Br[C:2]1[CH:3]=[C:4]([CH:28]=[CH:29][C:30]=1[O:31][CH3:32])[CH2:5][C@H:6]1[C@H:14]2[C@@H:10]([N:11]([CH2:16][C:17]3[CH:22]=[CH:21][CH:20]=[C:19]([CH:23]4[CH2:25][CH2:24]4)[CH:18]=3)[C:12](=[O:15])[O:13]2)[CH2:9][S:8](=[O:27])(=[O:26])[CH2:7]1.[CH3:33][C:34]1([CH3:41])[C:38]([CH3:40])([CH3:39])[O:37][BH:36][O:35]1.C1COCC1.CCN(CC)CC, predict the reaction product. The product is: [CH:23]1([C:19]2[CH:18]=[C:17]([CH:22]=[CH:21][CH:20]=2)[CH2:16][N:11]2[C@@H:10]3[C@H:14]([C@H:6]([CH2:5][C:4]4[CH:28]=[CH:29][C:30]([O:31][CH3:32])=[C:2]([B:36]5[O:37][C:38]([CH3:40])([CH3:39])[C:34]([CH3:41])([CH3:33])[O:35]5)[CH:3]=4)[CH2:7][S:8](=[O:27])(=[O:26])[CH2:9]3)[O:13][C:12]2=[O:15])[CH2:25][CH2:24]1. (2) Given the reactants [Br:1][C:2]1[CH:3]=[CH:4][C:5]([O:10][CH3:11])=[C:6]([CH:9]=1)[CH:7]=[O:8].[N+:12]([O-])([OH:14])=[O:13], predict the reaction product. The product is: [Br:1][C:2]1[CH:3]=[C:4]([N+:12]([O-:14])=[O:13])[C:5]([O:10][CH3:11])=[C:6]([CH:9]=1)[CH:7]=[O:8]. (3) Given the reactants C(O[C:6]([N:8]1[CH2:12][CH2:11][CH2:10][CH:9]1[CH:13]([OH:15])[CH3:14])=O)(C)(C)C.C(O)(C(F)(F)F)=O.[N+:23]([C:26]1[CH:33]=[CH:32][C:29](CBr)=[CH:28][CH:27]=1)([O-:25])=[O:24].C([O-])([O-])=O.[K+].[K+], predict the reaction product. The product is: [N+:23]([C:26]1[CH:33]=[CH:32][C:29]([CH2:6][N:8]2[CH2:12][CH2:11][CH2:10][CH:9]2[CH:13]([OH:15])[CH3:14])=[CH:28][CH:27]=1)([O-:25])=[O:24].